This data is from Forward reaction prediction with 1.9M reactions from USPTO patents (1976-2016). The task is: Predict the product of the given reaction. Given the reactants [Br:1][C:2]1[CH:3]=[C:4]([NH:9][C:10]2[CH:15]=[CH:14][CH:13]=[CH:12][CH:11]=2)[C:5]([NH2:8])=[CH:6][CH:7]=1.[CH:16](O)=O, predict the reaction product. The product is: [Br:1][C:2]1[CH:7]=[CH:6][C:5]2[N:8]=[CH:16][N:9]([C:10]3[CH:15]=[CH:14][CH:13]=[CH:12][CH:11]=3)[C:4]=2[CH:3]=1.